Dataset: NCI-60 drug combinations with 297,098 pairs across 59 cell lines. Task: Regression. Given two drug SMILES strings and cell line genomic features, predict the synergy score measuring deviation from expected non-interaction effect. (1) Drug 1: CS(=O)(=O)CCNCC1=CC=C(O1)C2=CC3=C(C=C2)N=CN=C3NC4=CC(=C(C=C4)OCC5=CC(=CC=C5)F)Cl. Drug 2: CC12CCC3C(C1CCC2O)C(CC4=C3C=CC(=C4)O)CCCCCCCCCS(=O)CCCC(C(F)(F)F)(F)F. Cell line: K-562. Synergy scores: CSS=12.5, Synergy_ZIP=0.927, Synergy_Bliss=3.45, Synergy_Loewe=2.47, Synergy_HSA=5.10. (2) Drug 1: CN1CCC(CC1)COC2=C(C=C3C(=C2)N=CN=C3NC4=C(C=C(C=C4)Br)F)OC. Drug 2: CC=C1C(=O)NC(C(=O)OC2CC(=O)NC(C(=O)NC(CSSCCC=C2)C(=O)N1)C(C)C)C(C)C. Cell line: NCI-H460. Synergy scores: CSS=6.47, Synergy_ZIP=-7.78, Synergy_Bliss=-13.4, Synergy_Loewe=-20.5, Synergy_HSA=-11.8.